This data is from NCI-60 drug combinations with 297,098 pairs across 59 cell lines. The task is: Regression. Given two drug SMILES strings and cell line genomic features, predict the synergy score measuring deviation from expected non-interaction effect. (1) Drug 1: CC(CN1CC(=O)NC(=O)C1)N2CC(=O)NC(=O)C2. Drug 2: C1CN(P(=O)(OC1)NCCCl)CCCl. Cell line: UACC-257. Synergy scores: CSS=-1.99, Synergy_ZIP=-1.11, Synergy_Bliss=-4.47, Synergy_Loewe=-8.18, Synergy_HSA=-5.86. (2) Synergy scores: CSS=13.2, Synergy_ZIP=-5.87, Synergy_Bliss=-5.63, Synergy_Loewe=-0.800, Synergy_HSA=-0.159. Drug 2: C1CN(P(=O)(OC1)NCCCl)CCCl. Drug 1: CN(C(=O)NC(C=O)C(C(C(CO)O)O)O)N=O. Cell line: HCC-2998. (3) Cell line: OVCAR-4. Drug 1: C1=CC(=CC=C1CCC2=CNC3=C2C(=O)NC(=N3)N)C(=O)NC(CCC(=O)O)C(=O)O. Drug 2: C1CC(=O)NC(=O)C1N2C(=O)C3=CC=CC=C3C2=O. Synergy scores: CSS=33.9, Synergy_ZIP=7.92, Synergy_Bliss=6.00, Synergy_Loewe=-17.6, Synergy_HSA=5.21. (4) Drug 1: C1CCC(C1)C(CC#N)N2C=C(C=N2)C3=C4C=CNC4=NC=N3. Drug 2: CCC1=CC2CC(C3=C(CN(C2)C1)C4=CC=CC=C4N3)(C5=C(C=C6C(=C5)C78CCN9C7C(C=CC9)(C(C(C8N6C)(C(=O)OC)O)OC(=O)C)CC)OC)C(=O)OC.C(C(C(=O)O)O)(C(=O)O)O. Cell line: IGROV1. Synergy scores: CSS=43.8, Synergy_ZIP=4.37, Synergy_Bliss=5.67, Synergy_Loewe=-21.6, Synergy_HSA=7.65. (5) Drug 1: CC12CCC(CC1=CCC3C2CCC4(C3CC=C4C5=CN=CC=C5)C)O. Drug 2: C1CNP(=O)(OC1)N(CCCl)CCCl. Cell line: HOP-92. Synergy scores: CSS=0.805, Synergy_ZIP=2.02, Synergy_Bliss=4.11, Synergy_Loewe=-4.64, Synergy_HSA=-2.17.